This data is from Peptide-MHC class I binding affinity with 185,985 pairs from IEDB/IMGT. The task is: Regression. Given a peptide amino acid sequence and an MHC pseudo amino acid sequence, predict their binding affinity value. This is MHC class I binding data. (1) The peptide sequence is PHFKVGWAWW. The MHC is Mamu-B17 with pseudo-sequence Mamu-B17. The binding affinity (normalized) is 0.376. (2) The peptide sequence is EKMRRERAA. The MHC is HLA-B08:01 with pseudo-sequence HLA-B08:01. The binding affinity (normalized) is 0.943. (3) The MHC is H-2-Db with pseudo-sequence H-2-Db. The peptide sequence is AAAAAAYAAM. The binding affinity (normalized) is 0.177. (4) The peptide sequence is TALFSGVSW. The MHC is HLA-B57:01 with pseudo-sequence HLA-B57:01. The binding affinity (normalized) is 1.00.